From a dataset of Forward reaction prediction with 1.9M reactions from USPTO patents (1976-2016). Predict the product of the given reaction. (1) Given the reactants C[Si]([N-][Si](C)(C)C)(C)C.[K+].[CH3:11][C:12]1[NH:17][C:16]([CH3:18])=[C:15]([C:19]([O:21][CH3:22])=[O:20])[CH:14]([C:23]2[CH:24]=[CH:25][CH:26]=[CH:27][C:28]=2[N+:29]([O-:31])=[O:30])[C:13]=1[C:32]([O:34][CH3:35])=[O:33].Cl[C:37]([O:39][CH:40]([O:47][C:48](=[O:52])[CH:49]([CH3:51])[CH3:50])[C:41]([O:43][CH:44]([CH3:46])[CH3:45])=[O:42])=[O:38].[Cl-].[NH4+], predict the reaction product. The product is: [CH3:18][C:16]1[N:17]([C:37]([O:39][CH:40]([O:47][C:48](=[O:52])[CH:49]([CH3:51])[CH3:50])[C:41]([O:43][CH:44]([CH3:46])[CH3:45])=[O:42])=[O:38])[C:12]([CH3:11])=[C:13]([C:32]([O:34][CH3:35])=[O:33])[CH:14]([C:23]2[CH:24]=[CH:25][CH:26]=[CH:27][C:28]=2[N+:29]([O-:31])=[O:30])[C:15]=1[C:19]([O:21][CH3:22])=[O:20]. (2) Given the reactants [CH2:1]([O:4][C:5]1([CH2:11][N:12]2[C:16]([CH3:17])=[C:15]([Br:18])[CH:14]=[N:13]2)[CH2:10][CH2:9][CH2:8][CH2:7][CH2:6]1)[CH:2]=C.N1C(C)=CC=CC=1C.[OH2:27].ClCCl, predict the reaction product. The product is: [Br:18][C:15]1[CH:14]=[N:13][N:12]([CH2:11][C:5]2([O:4][CH2:1][CH:2]=[O:27])[CH2:10][CH2:9][CH2:8][CH2:7][CH2:6]2)[C:16]=1[CH3:17]. (3) Given the reactants [C:1]([C:4]1[C:12]2[C:7](=[C:8]3[CH2:15][CH2:14][O:13][C:9]3=[CH:10][CH:11]=2)[NH:6][CH:5]=1)(=O)[CH3:2].B.CC(C)=O, predict the reaction product. The product is: [CH2:1]([C:4]1[C:12]2[C:7](=[C:8]3[CH2:15][CH2:14][O:13][C:9]3=[CH:10][CH:11]=2)[NH:6][CH:5]=1)[CH3:2]. (4) Given the reactants [NH:1]=[C:2]1[N:6]([C:7]2[S:8][CH:9]=[C:10]([C:12]3[CH:19]=[CH:18][C:15]([C:16]#[N:17])=[CH:14][CH:13]=3)[N:11]=2)[C:5]([CH3:21])([CH3:20])[CH2:4][O:3]1.C(N(CC)CC)C.[CH3:29][S:30](Cl)(=[O:32])=[O:31], predict the reaction product. The product is: [C:16]([C:15]1[CH:14]=[CH:13][C:12]([C:10]2[N:11]=[C:7]([N:6]3[C:5]([CH3:21])([CH3:20])[CH2:4][O:3]/[C:2]/3=[N:1]\[S:30]([CH3:29])(=[O:32])=[O:31])[S:8][CH:9]=2)=[CH:19][CH:18]=1)#[N:17]. (5) Given the reactants C(O[C:4]([C:6]1[N:11]2[N:12]=[C:13]([NH:15][C:16]([NH:18][CH2:19][CH3:20])=[O:17])[N:14]=[C:10]2[CH:9]=[C:8](Br)[CH:7]=1)=[O:5])C.[NH:22]1[CH2:26][CH2:25][CH2:24][CH2:23]1.Cl.C(=O)(O)[O-].[Na+], predict the reaction product. The product is: [CH2:19]([NH:18][C:16]([NH:15][C:13]1[N:14]=[C:10]2[CH:9]=[C:8]([N:22]3[CH2:26][CH2:25][CH2:24][CH2:23]3)[CH:7]=[C:6]([C:4]([N:22]3[CH2:26][CH2:25][CH2:24][CH2:23]3)=[O:5])[N:11]2[N:12]=1)=[O:17])[CH3:20]. (6) Given the reactants CC1(C)C(C)(C)[O:5][B:4]([C:9]2[CH:14]=[CH:13][C:12]([S:15][C:16]([F:19])([F:18])[F:17])=[CH:11][CH:10]=2)[O:3]1.I([O-])(=O)(=O)=O.[Na+].Cl, predict the reaction product. The product is: [F:19][C:16]([S:15][C:12]1[CH:11]=[CH:10][C:9]([B:4]([OH:5])[OH:3])=[CH:14][CH:13]=1)([F:18])[F:17].